This data is from Retrosynthesis with 50K atom-mapped reactions and 10 reaction types from USPTO. The task is: Predict the reactants needed to synthesize the given product. (1) Given the product COc1ccc(-n2nc(C(=O)N3CCOCC3)cc2-n2ccc(CO)c2)cn1, predict the reactants needed to synthesize it. The reactants are: C1COCCN1.COc1ccc(-n2nc(C(=O)O)cc2-n2ccc(CO)c2)cn1. (2) Given the product C=Cc1ccc2ccc(OC)cc2c1, predict the reactants needed to synthesize it. The reactants are: C=C[Sn](CCCC)(CCCC)CCCC.COc1ccc2ccc(OS(=O)(=O)C(F)(F)F)cc2c1. (3) Given the product O=C(NCc1ccc(Cl)c(Cl)c1)Nc1nc(CNCCO)cs1, predict the reactants needed to synthesize it. The reactants are: NCCO.O=C(NCc1ccc(Cl)c(Cl)c1)Nc1nc(CI)cs1. (4) Given the product Clc1ccc2cc(OCc3ccccc3)ccc2n1, predict the reactants needed to synthesize it. The reactants are: BrCc1ccccc1.Oc1ccc2nc(Cl)ccc2c1. (5) Given the product CCCCNC(=O)C1CCN(C(=O)c2ccc(F)cc2)CC1, predict the reactants needed to synthesize it. The reactants are: CCCCN.O=C(O)C1CCN(C(=O)c2ccc(F)cc2)CC1. (6) Given the product CC(C)c1cccc([C@@H]2CN(C(=O)OC(C)(C)C)C[C@@H]2CO)c1, predict the reactants needed to synthesize it. The reactants are: CCOC(=O)[C@H]1CN(C(=O)OC(C)(C)C)C[C@H]1c1cccc(C(C)C)c1. (7) Given the product CC(=S)C(C(=O)N[C@@H](C)C(=O)C1(N)N=C(c2ccccc2)c2ccccc2N(C)C1=O)C(C)C, predict the reactants needed to synthesize it. The reactants are: CC(=S)C(C(=O)O)C(C)C.C[C@H](N)C(=O)C1(N)N=C(c2ccccc2)c2ccccc2N(C)C1=O. (8) Given the product O=c1c2c[nH]c3ccc(N4CCC(O)CC4)nc3c-2nn1-c1ccccc1, predict the reactants needed to synthesize it. The reactants are: O=c1c2c[nH]c3ccc(N4CCNCC4)nc3c-2nn1-c1ccccc1.OC1CCNCC1.